This data is from Forward reaction prediction with 1.9M reactions from USPTO patents (1976-2016). The task is: Predict the product of the given reaction. (1) The product is: [Br:1][C:2]1[CH:9]=[C:6]([NH:7][CH3:8])[C:5]([NH2:10])=[CH:4][CH:3]=1. Given the reactants [Br:1][C:2]1[CH:3]=[CH:4][C:5]([N+:10]([O-])=O)=[C:6]([CH:9]=1)[NH:7][CH3:8], predict the reaction product. (2) The product is: [CH2:1]([N:8]1[C:12]([C:13]2[CH:14]=[CH:15][CH:16]=[CH:17][CH:18]=2)=[CH:11][C:10]([C:19]([CH3:23])([CH3:22])[CH2:20][NH2:21])=[N:9]1)[C:2]1[CH:3]=[CH:4][CH:5]=[CH:6][CH:7]=1. Given the reactants [CH2:1]([N:8]1[C:12]([C:13]2[CH:18]=[CH:17][CH:16]=[CH:15][CH:14]=2)=[CH:11][C:10]([C:19]([CH3:23])([CH3:22])[C:20]#[N:21])=[N:9]1)[C:2]1[CH:7]=[CH:6][CH:5]=[CH:4][CH:3]=1.B.O1CCCC1.O.S([O-])([O-])(=O)=O.[Na+].[Na+], predict the reaction product. (3) Given the reactants [O:1]=[C:2]1[CH2:7][CH2:6][O:5][CH:4]([C:8](O)=[O:9])[CH2:3]1.CS(C)=O.B, predict the reaction product. The product is: [OH:9][CH2:8][CH:4]1[CH2:3][CH:2]([OH:1])[CH2:7][CH2:6][O:5]1. (4) The product is: [CH2:10]([O:14][C:15]1[CH:20]=[C:19]([S:29][C:24]2[CH:25]=[CH:26][CH:27]=[CH:28][C:23]=2[Cl:22])[N:18]=[CH:17][N:16]=1)[C:11]#[C:12][CH3:13]. Given the reactants C(N(C(C)C)CC)(C)C.[CH2:10]([O:14][C:15]1[CH:20]=[C:19](Cl)[N:18]=[CH:17][N:16]=1)[C:11]#[C:12][CH3:13].[Cl:22][C:23]1[CH:28]=[CH:27][CH:26]=[CH:25][C:24]=1[SH:29].[Cl-].[NH4+], predict the reaction product.